From a dataset of Forward reaction prediction with 1.9M reactions from USPTO patents (1976-2016). Predict the product of the given reaction. (1) Given the reactants Cl.[NH:2]1[CH2:7][CH2:6][O:5][CH2:4][CH:3]1[C:8]([NH2:10])=[O:9].[C:11](O)(=O)[CH3:12].[C:15]([BH3-])#N.[Na+], predict the reaction product. The product is: [CH:12]1([N:2]2[CH2:7][CH2:6][O:5][CH2:4][CH:3]2[C:8]([NH2:10])=[O:9])[CH2:11][CH2:15]1. (2) Given the reactants [C:1]([O:5][C:6]([N:8]1[CH2:11][CH:10]([C:12](=[S:14])[NH2:13])[CH2:9]1)=[O:7])([CH3:4])([CH3:3])[CH3:2].Cl[CH2:16][C:17](=O)[CH3:18], predict the reaction product. The product is: [C:1]([O:5][C:6]([N:8]1[CH2:9][CH:10]([C:12]2[S:14][CH:16]=[C:17]([CH3:18])[N:13]=2)[CH2:11]1)=[O:7])([CH3:4])([CH3:2])[CH3:3].